From a dataset of Catalyst prediction with 721,799 reactions and 888 catalyst types from USPTO. Predict which catalyst facilitates the given reaction. (1) Reactant: [H-].[Na+].CS(C)=[O:5].C1(P(C2C=CC=CC=2)(C2C=CC=CC=2)=[CH:14][CH2:15][C:16](Br)=[O:17])C=CC=CC=1.[CH:31]([C:33]1[C:34]([NH:51][C:52](=[O:57])[C:53]([CH3:56])([CH3:55])[CH3:54])=[N:35][C:36]([O:39][CH2:40][CH2:41][CH2:42][CH2:43][O:44][CH:45]2[CH2:50][CH2:49][CH2:48][CH2:47][O:46]2)=[CH:37][CH:38]=1)=O. Product: [CH3:54][C:53]([CH3:56])([CH3:55])[C:52]([NH:51][C:34]1[C:33]([CH:31]=[CH:14][CH2:15][C:16]([OH:17])=[O:5])=[CH:38][CH:37]=[C:36]([O:39][CH2:40][CH2:41][CH2:42][CH2:43][O:44][CH:45]2[CH2:50][CH2:49][CH2:48][CH2:47][O:46]2)[N:35]=1)=[O:57]. The catalyst class is: 1. (2) Reactant: [F:1][C:2]1[CH:3]=[C:4]([CH:7]=[CH:8][C:9]=1[F:10])[CH:5]=[O:6].[BH4-].[Na+]. Product: [F:1][C:2]1[CH:3]=[C:4]([CH2:5][OH:6])[CH:7]=[CH:8][C:9]=1[F:10]. The catalyst class is: 24.